From a dataset of Reaction yield outcomes from USPTO patents with 853,638 reactions. Predict the reaction yield, written as a fraction of the theoretical maximum amount of product (1.0 means a 100% yield; for example, 0.34 means a 34% yield). The reactants are I.[CH3:2][O:3][C:4]([C:6]1[C:7]2[C:8]([CH2:15]N(C)C)=[CH:9][NH:10][C:11]=2[CH:12]=[CH:13][CH:14]=1)=[O:5].S(OC)(OC)(=O)=O.C[O-].[Na+].[N+:29]([CH:32]([CH3:34])[CH3:33])([O-:31])=[O:30]. The catalyst is CO.C(OCC)(=O)C.[NH4+].[Cl-]. The product is [CH3:2][O:3][C:4]([C:6]1[C:7]2[C:8]([CH2:15][C:32]([CH3:34])([N+:29]([O-:31])=[O:30])[CH3:33])=[CH:9][NH:10][C:11]=2[CH:12]=[CH:13][CH:14]=1)=[O:5]. The yield is 1.00.